Predict the reaction yield, written as a fraction of the theoretical maximum amount of product (1.0 means a 100% yield; for example, 0.34 means a 34% yield). From a dataset of Reaction yield outcomes from USPTO patents with 853,638 reactions. (1) The reactants are [F:1][C:2]([F:25])([F:24])[C:3]1[CH:4]=[C:5]([NH:13][C:14](=[O:23])[C:15]2[CH:20]=[C:19]([I:21])[CH:18]=[CH:17][C:16]=2[OH:22])[CH:6]=[C:7]([C:9]([F:12])([F:11])[F:10])[CH:8]=1.[CH3:26][O:27][CH2:28]Cl.C(=O)([O-])[O-].[K+].[K+].Cl. The catalyst is CC(C)=O. The product is [F:25][C:2]([F:1])([F:24])[C:3]1[CH:4]=[C:5]([NH:13][C:14](=[O:23])[C:15]2[CH:20]=[C:19]([I:21])[CH:18]=[CH:17][C:16]=2[O:22][CH2:26][O:27][CH3:28])[CH:6]=[C:7]([C:9]([F:10])([F:11])[F:12])[CH:8]=1. The yield is 0.763. (2) The reactants are N(OC(C)(C)C)=O.N[C:9]1[CH:10]=[C:11]([CH:16]=[C:17]([O:20][CH3:21])[C:18]=1[Cl:19])[C:12]([O:14][CH3:15])=[O:13].[ClH:22].C([O-])(O)=O.[Na+].N. The catalyst is CC#N.[Cu](Cl)Cl. The product is [Cl:22][C:9]1[CH:10]=[C:11]([CH:16]=[C:17]([O:20][CH3:21])[C:18]=1[Cl:19])[C:12]([O:14][CH3:15])=[O:13]. The yield is 0.790. (3) The reactants are [O:1]=[C:2]1[NH:7][C:6](=[O:8])[C:5]([NH:9]/[C:10](=[CH:15]/[C:16]([O:18]C)=O)/[C:11]([O:13][CH3:14])=[O:12])=[CH:4][NH:3]1.C1C=CC(C2C=CC=CC=2)=CC=1.C1C=CC(OC2C=CC=CC=2)=CC=1. No catalyst specified. The product is [O:1]=[C:2]1[NH:3][C:4]2[C:16](=[O:18])[CH:15]=[C:10]([C:11]([O:13][CH3:14])=[O:12])[NH:9][C:5]=2[C:6](=[O:8])[NH:7]1. The yield is 0.620. (4) The product is [CH3:1][NH:2][C:3]1[C:16]2[C:15](=[O:17])[N:14]([C:18]3[CH:19]=[C:20]([C:24]4[O:28][C:27](=[O:29])[N:26]([CH3:30])[N:25]=4)[CH:21]=[CH:22][CH:23]=3)[CH2:13][C@H:12]3[N:8]([CH2:9][CH2:10][CH2:11]3)[C:7]=2[N:6]=[C:5]([NH:50][CH3:49])[N:4]=1. The yield is 0.470. The reactants are [CH3:1][NH:2][C:3]1[C:16]2[C:15](=[O:17])[N:14]([C:18]3[CH:19]=[C:20]([C:24]4[O:28][C:27](=[O:29])[N:26]([CH3:30])[N:25]=4)[CH:21]=[CH:22][CH:23]=3)[CH2:13][C@H:12]3[N:8]([CH2:9][CH2:10][CH2:11]3)[C:7]=2[N:6]=[C:5](SC)[N:4]=1.ClC1C=CC=C(C(OO)=O)C=1.C(=O)(O)[O-].[Na+].[CH3:49][NH2:50].C1COCC1. The catalyst is ClCCl.C(Cl)(Cl)Cl. (5) The reactants are [N:1]1[CH:6]=[CH:5][CH:4]=[CH:3][C:2]=1[C:7]([C:9]1[S:13][C:12]([NH2:14])=[N:11][C:10]=1[C:15]1[O:16][CH:17]=[CH:18][CH:19]=1)=[O:8].[C:20](Cl)(=[O:22])[CH3:21]. The catalyst is N1C=CC=CC=1. The product is [O:16]1[CH:17]=[CH:18][CH:19]=[C:15]1[C:10]1[N:11]=[C:12]([NH:14][C:20](=[O:22])[CH3:21])[S:13][C:9]=1[C:7]([C:2]1[CH:3]=[CH:4][CH:5]=[CH:6][N:1]=1)=[O:8]. The yield is 0.670. (6) The reactants are [F:1][C:2]1[CH:7]=[CH:6][CH:5]=[CH:4][C:3]=1[N:8]1[C:16]2[C:11](=[C:12]([N:17]3[CH2:21][CH2:20][NH:19][C:18]3=[O:22])[CH:13]=[CH:14][CH:15]=2)[CH:10]=[N:9]1.[H-].[Na+].Cl[CH2:26][C:27]1[O:28][C:29]([CH:32]2[CH2:34][CH2:33]2)=[N:30][N:31]=1. The catalyst is O1CCCC1. The product is [CH:32]1([C:29]2[O:28][C:27]([CH2:26][N:19]3[CH2:20][CH2:21][N:17]([C:12]4[CH:13]=[CH:14][CH:15]=[C:16]5[C:11]=4[CH:10]=[N:9][N:8]5[C:3]4[CH:4]=[CH:5][CH:6]=[CH:7][C:2]=4[F:1])[C:18]3=[O:22])=[N:31][N:30]=2)[CH2:34][CH2:33]1. The yield is 0.860. (7) The reactants are CO[C:3](=[O:25])[C:4]1[CH:9]=[CH:8][C:7]([O:10][CH2:11][C:12]2[C:13]([C:18]3[CH:23]=[CH:22][CH:21]=[C:20]([F:24])[CH:19]=3)=[N:14][O:15][C:16]=2[CH3:17])=[N:6][CH:5]=1.[NH2:26][CH:27]1[CH2:32][CH2:31][O:30][CH2:29][CH2:28]1. No catalyst specified. The product is [F:24][C:20]1[CH:19]=[C:18]([C:13]2[C:12]([CH2:11][O:10][C:7]3[CH:8]=[CH:9][C:4]([C:3]([NH:26][CH:27]4[CH2:32][CH2:31][O:30][CH2:29][CH2:28]4)=[O:25])=[CH:5][N:6]=3)=[C:16]([CH3:17])[O:15][N:14]=2)[CH:23]=[CH:22][CH:21]=1. The yield is 0.850.